Predict the reactants needed to synthesize the given product. From a dataset of Full USPTO retrosynthesis dataset with 1.9M reactions from patents (1976-2016). (1) The reactants are: [O:1]=[C:2]1[N:6]([C:7]2[CH:8]=[C:9]([CH:13]=[CH:14][N:15]=2)[C:10]([OH:12])=O)[NH:5][CH:4]=[C:3]1[C:16]1[CH:17]=[N:18][CH:19]=[CH:20][CH:21]=1.C(N(CC)C(C)C)(C)C.F[P-](F)(F)(F)(F)F.N1(O[P+](N2CCCC2)(N2CCCC2)N2CCCC2)C2C=CC=CC=2N=N1.[CH2:64]([NH2:71])[C:65]1[CH:70]=[CH:69][CH:68]=[CH:67][CH:66]=1. Given the product [CH2:64]([NH:71][C:10](=[O:12])[C:9]1[CH:13]=[CH:14][N:15]=[C:7]([N:6]2[C:2](=[O:1])[C:3]([C:16]3[CH:17]=[N:18][CH:19]=[CH:20][CH:21]=3)=[CH:4][NH:5]2)[CH:8]=1)[C:65]1[CH:70]=[CH:69][CH:68]=[CH:67][CH:66]=1, predict the reactants needed to synthesize it. (2) Given the product [N:31]([CH2:19][C@:15]1([CH3:18])[O:14][C:13]2[C:8]([C:3]3[CH:4]=[CH:5][CH:6]=[CH:7][C:2]=3[Cl:1])=[CH:9][CH:10]=[CH:11][C:12]=2[O:17][CH2:16]1)=[N+:32]=[N-:33], predict the reactants needed to synthesize it. The reactants are: [Cl:1][C:2]1[CH:7]=[CH:6][CH:5]=[CH:4][C:3]=1[C:8]1[C:13]2[O:14][C@:15]([CH2:19]OS(C3C=CC(C)=CC=3)(=O)=O)([CH3:18])[CH2:16][O:17][C:12]=2[CH:11]=[CH:10][CH:9]=1.[N-:31]=[N+:32]=[N-:33].[Na+]. (3) Given the product [F:17][C:14]1[CH:15]=[CH:16][C:11]([NH:10][CH2:8][C:7]2[CH:18]=[CH:19][C:4]([N:3]([CH2:20][CH3:21])[CH2:1][CH3:2])=[N:5][CH:6]=2)=[CH:12][CH:13]=1, predict the reactants needed to synthesize it. The reactants are: [CH2:1]([N:3]([CH2:20][CH3:21])[C:4]1[CH:19]=[CH:18][C:7]([C:8]([NH:10][C:11]2[CH:16]=[CH:15][C:14]([F:17])=[CH:13][CH:12]=2)=O)=[CH:6][N:5]=1)[CH3:2].[H-].COCCO[Al+]OCCOC.[Na+].[H-]. (4) The reactants are: [F:1][C:2]([C:5]1[N:6]=[C:7]([CH2:10][N:11]2[CH:15]=[CH:14][C:13]([NH2:16])=[N:12]2)[S:8][CH:9]=1)([F:4])[CH3:3].[C:17]1([C:23]2[O:27][CH:26]=[N:25][C:24]=2[C:28](O)=[O:29])[CH:22]=[CH:21][CH:20]=[CH:19][CH:18]=1. Given the product [F:1][C:2]([C:5]1[N:6]=[C:7]([CH2:10][N:11]2[CH:15]=[CH:14][C:13]([NH:16][C:28]([C:24]3[N:25]=[CH:26][O:27][C:23]=3[C:17]3[CH:18]=[CH:19][CH:20]=[CH:21][CH:22]=3)=[O:29])=[N:12]2)[S:8][CH:9]=1)([F:4])[CH3:3], predict the reactants needed to synthesize it. (5) Given the product [O:1]=[C:2]([O-:14])[C@@H:3]([C@H:5]([C@@H:7]([C@@H:9]([C:11]([O-:13])=[O:12])[OH:10])[OH:8])[OH:6])[OH:4].[NH3+:15][CH2:16][CH2:17][CH2:18][CH2:19][CH2:20][CH2:21][NH3+:22], predict the reactants needed to synthesize it. The reactants are: [O:1]=[C:2]([OH:14])[C@@H:3]([C@H:5]([C@@H:7]([C@@H:9]([C:11]([OH:13])=[O:12])[OH:10])[OH:8])[OH:6])[OH:4].[NH2:15][CH2:16][CH2:17][CH2:18][CH2:19][CH2:20][CH2:21][NH2:22].